The task is: Predict the reaction yield, written as a fraction of the theoretical maximum amount of product (1.0 means a 100% yield; for example, 0.34 means a 34% yield).. This data is from Reaction yield outcomes from USPTO patents with 853,638 reactions. (1) The reactants are [CH3:1][N:2]1[C:10]2[C:5](=[CH:6][C:7]([N:11]3[CH2:19][C:18]4[C:13](=[CH:14][C:15](/[CH:20]=[CH:21]\[CH3:22])=[CH:16][CH:17]=4)[C:12]3=[O:23])=[CH:8][CH:9]=2)[CH:4]=[CH:3]1.[CH2:24](O)C.C1COCC1. The catalyst is [Pd]. The product is [CH:20]([C:15]1[CH:14]=[C:13]2[C:18]([CH2:19][N:11]([C:7]3[CH:6]=[C:5]4[C:10](=[CH:9][CH:8]=3)[N:2]([CH3:1])[CH:3]=[CH:4]4)[C:12]2=[O:23])=[CH:17][CH:16]=1)([CH2:21][CH3:22])[CH3:24]. The yield is 0.750. (2) The reactants are [CH2:1]([C:3]1[CH:8]=[CH:7][C:6]([C:9]2[NH:13][C:12]3[C:14]([N:18]4[CH2:23][CH2:22][NH:21][CH2:20][CH2:19]4)=[CH:15][CH:16]=[CH:17][C:11]=3[N:10]=2)=[CH:5][CH:4]=1)[CH3:2].Br[CH2:25][C:26]1[CH:31]=[CH:30][C:29]([F:32])=[C:28]([N+:33]([O-:35])=[O:34])[CH:27]=1.CCN(C(C)C)C(C)C. The catalyst is CN(C=O)C. The product is [CH2:1]([C:3]1[CH:8]=[CH:7][C:6]([C:9]2[NH:13][C:12]3[C:14]([N:18]4[CH2:19][CH2:20][N:21]([CH2:25][C:26]5[CH:31]=[CH:30][C:29]([F:32])=[C:28]([N+:33]([O-:35])=[O:34])[CH:27]=5)[CH2:22][CH2:23]4)=[CH:15][CH:16]=[CH:17][C:11]=3[N:10]=2)=[CH:5][CH:4]=1)[CH3:2]. The yield is 0.340. (3) The reactants are [CH3:1][C:2]1[N:6]([CH2:7][C:8]2[CH:13]=[CH:12][CH:11]=[CH:10][CH:9]=2)[C:5]2[CH:14]=[C:15]([N:21]3[CH2:26][CH2:25][O:24][CH2:23][CH2:22]3)[CH:16]=[C:17]([N+:18]([O-])=O)[C:4]=2[N:3]=1. The catalyst is CCO.[Pd]. The product is [CH3:1][C:2]1[N:6]([CH2:7][C:8]2[CH:13]=[CH:12][CH:11]=[CH:10][CH:9]=2)[C:5]2[CH:14]=[C:15]([N:21]3[CH2:26][CH2:25][O:24][CH2:23][CH2:22]3)[CH:16]=[C:17]([NH2:18])[C:4]=2[N:3]=1. The yield is 0.660. (4) The yield is 0.130. The catalyst is CO. The product is [C:7]1([CH:6]2[CH2:22][O:23][B:19]([OH:20])[C:14]3[CH:15]=[CH:16][CH:17]=[CH:18][C:13]2=3)[CH:8]=[CH:9][CH:10]=[CH:11][CH:12]=1. The reactants are COCOC[CH:6]([C:13]1[CH:18]=[CH:17][CH:16]=[CH:15][C:14]=1[B:19]1[O:23][C:22](C)(C)C(C)(C)[O:20]1)[C:7]1[CH:12]=[CH:11][CH:10]=[CH:9][CH:8]=1.Cl. (5) The reactants are [CH:33]1(P([CH:29]2[CH2:34][CH2:33][CH2:32][CH2:31]C2)C2C=CC=CC=2C2C(C(C)C)=CC(C(C)C)=CC=2C(C)C)[CH2:34][CH2:29]C[CH2:31][CH2:32]1.C([O-])([O-])=O.[Cs+].[Cs+].C(#N)C.[NH2:44][C:45]1[N:46]([CH3:61])[C:47](=[O:60])[C:48]2([N:59]=1)[CH2:57][CH2:56][CH2:55][C:54]1[CH:53]=[N:52][C:51](Cl)=[CH:50][C:49]2=1.C(C1CC1)#C. The catalyst is CCOC(C)=O.CC#N.CC#N.Cl[Pd]Cl. The product is [NH2:44][C:45]1[N:46]([CH3:61])[C:47](=[O:60])[C:48]2([N:59]=1)[CH2:57][CH2:56][CH2:55][C:54]1[CH:53]=[N:52][C:51]([C:29]#[C:34][CH:33]3[CH2:32][CH2:31]3)=[CH:50][C:49]2=1. The yield is 0.216. (6) The reactants are [CH:1]1[C:10]2[C:5](=[CH:6][CH:7]=[CH:8][CH:9]=2)[CH:4]=[CH:3][C:2]=1[C:11]1[CH:12]=[C:13]([CH:25]=[CH:26][CH:27]=1)[C:14]([C:16]1[CH:24]=[CH:23][CH:22]=[CH:21][C:17]=1[C:18]([OH:20])=[O:19])=O. The catalyst is [OH-].[Na+].[Zn].S([O-])([O-])(=O)=O.[Cu+2]. The product is [CH:1]1[C:10]2[C:5](=[CH:6][CH:7]=[CH:8][CH:9]=2)[CH:4]=[CH:3][C:2]=1[C:11]1[CH:12]=[C:13]([CH:25]=[CH:26][CH:27]=1)[CH2:14][C:16]1[CH:24]=[CH:23][CH:22]=[CH:21][C:17]=1[C:18]([OH:20])=[O:19]. The yield is 0.900. (7) The reactants are [Cl:1][C:2]1[CH:3]=[C:4]([C:8]#[C:9][C:10]2([OH:16])[CH2:15][CH2:14][NH:13][CH2:12][CH2:11]2)[CH:5]=[CH:6][CH:7]=1.Br[C:18]1[N:23]=[CH:22][CH:21]=[CH:20][N:19]=1.[Li].C[Si]([N-][Si](C)(C)C)(C)C.C([O-])(O)=O.[Na+]. The catalyst is C1COCC1.C1C=CC(/C=C/C(/C=C/C2C=CC=CC=2)=O)=CC=1.C1C=CC(/C=C/C(/C=C/C2C=CC=CC=2)=O)=CC=1.C1C=CC(/C=C/C(/C=C/C2C=CC=CC=2)=O)=CC=1.[Pd].[Pd].CCOC(C)=O. The product is [Cl:1][C:2]1[CH:3]=[C:4]([C:8]#[C:9][C:10]2([OH:16])[CH2:15][CH2:14][N:13]([C:18]3[N:23]=[CH:22][CH:21]=[CH:20][N:19]=3)[CH2:12][CH2:11]2)[CH:5]=[CH:6][CH:7]=1. The yield is 0.350. (8) The reactants are [Cl:1][C:2]1[CH:10]=[C:9]([NH:11][CH:12]([CH3:14])[CH3:13])[C:5]([C:6]([OH:8])=O)=[CH:4][N:3]=1.F[P-](F)(F)(F)(F)F.N1(O[P+](N(C)C)(N(C)C)N(C)C)C2C=CC=CC=2N=N1.[F:42][C@@H:43]([CH2:46][O:47][CH3:48])[CH2:44][NH2:45]. The catalyst is CN(C=O)C.CCOC(C)=O. The product is [Cl:1][C:2]1[CH:10]=[C:9]([NH:11][CH:12]([CH3:14])[CH3:13])[C:5]([C:6]([NH:45][CH2:44][C@@H:43]([F:42])[CH2:46][O:47][CH3:48])=[O:8])=[CH:4][N:3]=1. The yield is 0.720.